Dataset: Full USPTO retrosynthesis dataset with 1.9M reactions from patents (1976-2016). Task: Predict the reactants needed to synthesize the given product. (1) Given the product [Cl:32][C:27]1[CH:26]=[C:25]([CH2:24][CH2:23][NH:22][C:2]2[N:7]=[C:6]([C:8]3[CH:13]=[CH:12][CH:11]=[C:10]([CH2:14][N:15]4[CH2:20][CH2:19][CH2:18][CH2:17][C@@H:16]4[CH3:21])[CH:9]=3)[CH:5]=[CH:4][N:3]=2)[CH:30]=[CH:29][C:28]=1[OH:31], predict the reactants needed to synthesize it. The reactants are: Cl[C:2]1[N:7]=[C:6]([C:8]2[CH:13]=[CH:12][CH:11]=[C:10]([CH2:14][N:15]3[CH2:20][CH2:19][CH2:18][CH2:17][CH:16]3[CH3:21])[CH:9]=2)[CH:5]=[CH:4][N:3]=1.[NH2:22][CH2:23][CH2:24][C:25]1[CH:30]=[CH:29][C:28]([OH:31])=[C:27]([Cl:32])[CH:26]=1. (2) The reactants are: [C:1]([O:5][C:6]([N:8]1[CH2:13][CH2:12][CH:11]([C:14]2[NH:15][C:16]([C:22]3[CH:27]=[CH:26][N:25]=[C:24](/[CH:28]=[CH:29]/[C:30]4[CH:35]=[CH:34][CH:33]=[CH:32][CH:31]=4)[CH:23]=3)=[CH:17][C:18]=2[C:19](=O)[NH2:20])[CH2:10][CH2:9]1)=[O:7])([CH3:4])([CH3:3])[CH3:2].N1C=CC=CC=1.FC(F)(F)C(OC(=O)C(F)(F)F)=O. Given the product [C:1]([O:5][C:6]([N:8]1[CH2:9][CH2:10][CH:11]([C:14]2[NH:15][C:16]([C:22]3[CH:27]=[CH:26][N:25]=[C:24](/[CH:28]=[CH:29]/[C:30]4[CH:31]=[CH:32][CH:33]=[CH:34][CH:35]=4)[CH:23]=3)=[CH:17][C:18]=2[C:19]#[N:20])[CH2:12][CH2:13]1)=[O:7])([CH3:4])([CH3:2])[CH3:3], predict the reactants needed to synthesize it.